Dataset: Catalyst prediction with 721,799 reactions and 888 catalyst types from USPTO. Task: Predict which catalyst facilitates the given reaction. (1) Reactant: [NH2:1][CH2:2][CH:3]([N:12]([CH3:22])[C:13]([O:15][CH2:16][CH2:17][Si:18]([CH3:21])([CH3:20])[CH3:19])=[O:14])[CH2:4][C:5]1([OH:11])[CH2:10][CH2:9][CH2:8][CH2:7][CH2:6]1.C[Si](Cl)(C)C.Cl[C:29](OC1C=CC([N+]([O-])=O)=CC=1)=[O:30].Cl.[Cl:42][C:43]1[CH:44]=[C:45]([C@:49]([C@@H:57]2[CH2:62][CH2:61][CH2:60][NH:59][CH2:58]2)([OH:56])[CH2:50][CH2:51][CH2:52][CH2:53][O:54][CH3:55])[CH:46]=[CH:47][CH:48]=1. Product: [Cl:42][C:43]1[CH:44]=[C:45]([C@:49]([C@@H:57]2[CH2:62][CH2:61][CH2:60][N:59]([C:29]([NH:1][CH2:2][CH:3]([N:12]([CH3:22])[C:13]([O:15][CH2:16][CH2:17][Si:18]([CH3:20])([CH3:19])[CH3:21])=[O:14])[CH2:4][C:5]3([OH:11])[CH2:10][CH2:9][CH2:8][CH2:7][CH2:6]3)=[O:30])[CH2:58]2)([OH:56])[CH2:50][CH2:51][CH2:52][CH2:53][O:54][CH3:55])[CH:46]=[CH:47][CH:48]=1. The catalyst class is: 624. (2) Reactant: [SiH:1]([C:4]([C:7]([C:10]([C:13]([C:16]([C:19]([C:22]([C:25]([F:28])([F:27])[F:26])([F:24])[F:23])([F:21])[F:20])([F:18])[F:17])([F:15])[F:14])([F:12])[F:11])([F:9])[F:8])([F:6])[F:5])([CH3:3])[CH3:2].[Br:29]Br. The catalyst class is: 53. Product: [Br:29][Si:1]([C:4]([C:7]([C:10]([C:13]([C:16]([C:19]([C:22]([C:25]([F:26])([F:27])[F:28])([F:23])[F:24])([F:20])[F:21])([F:18])[F:17])([F:15])[F:14])([F:12])[F:11])([F:9])[F:8])([F:6])[F:5])([CH3:2])[CH3:3].